This data is from Reaction yield outcomes from USPTO patents with 853,638 reactions. The task is: Predict the reaction yield, written as a fraction of the theoretical maximum amount of product (1.0 means a 100% yield; for example, 0.34 means a 34% yield). (1) The reactants are [Br:1][C:2]1[C:10]2[C:6](=[CH:7][N:8]([CH3:11])[N:9]=2)[CH:5]=[CH:4][CH:3]=1.C([N-]C(C)C)(C)C.[Li+].CCCCCCC.C(C1C=CC=CC=1)C.C1COCC1.[CH3:40][CH2:41][CH2:42][C:43](=[O:47])[CH2:44][CH2:45][CH3:46].C([O-])(O)=O.[Na+]. The catalyst is C1COCC1. The product is [Br:1][C:2]1[C:10]2[C:6](=[C:7]([C:43]([OH:47])([CH2:44][CH2:45][CH3:46])[CH2:42][CH2:41][CH3:40])[N:8]([CH3:11])[N:9]=2)[CH:5]=[CH:4][CH:3]=1. The yield is 0.780. (2) The reactants are [Cl:1][C:2]1[CH:7]=[CH:6][C:5]([O:8][C:9]2[CH:14]=[CH:13][C:12]([CH2:15]O)=[CH:11][CH:10]=2)=[CH:4][C:3]=1[C:17]([F:20])([F:19])[F:18].S(Cl)([Cl:23])=O. The catalyst is C(Cl)Cl. The product is [Cl:1][C:2]1[CH:7]=[CH:6][C:5]([O:8][C:9]2[CH:14]=[CH:13][C:12]([CH2:15][Cl:23])=[CH:11][CH:10]=2)=[CH:4][C:3]=1[C:17]([F:20])([F:19])[F:18]. The yield is 0.880.